From a dataset of Forward reaction prediction with 1.9M reactions from USPTO patents (1976-2016). Predict the product of the given reaction. (1) Given the reactants [CH2:1]([O:8][C:9]([N:11]1[CH2:16][CH2:15][C:14](=O)[CH2:13][CH2:12]1)=[O:10])[C:2]1[CH:7]=[CH:6][CH:5]=[CH:4][CH:3]=1.[CH3:18][NH2:19].[C:20]([O:24][C:25]([O:27]C(OC(C)(C)C)=O)=O)([CH3:23])([CH3:22])[CH3:21], predict the reaction product. The product is: [CH2:1]([O:8][C:9]([N:11]1[CH2:16][CH2:15][CH:14]([N:19]([C:25]([O:24][C:20]([CH3:23])([CH3:22])[CH3:21])=[O:27])[CH3:18])[CH2:13][CH2:12]1)=[O:10])[C:2]1[CH:7]=[CH:6][CH:5]=[CH:4][CH:3]=1. (2) Given the reactants [O:1]=[S:2]1(=[O:37])[C:8]2[CH:9]=[C:10]([O:15][CH2:16][C:17]([O:19]CC)=[O:18])[C:11]([S:13][CH3:14])=[CH:12][C:7]=2[N:6]([C:22]2[CH:27]=[CH:26][C:25]([Cl:28])=[CH:24][CH:23]=2)[CH2:5][C:4]([CH2:33][CH2:34][CH2:35][CH3:36])([CH2:29][CH2:30][CH2:31][CH3:32])[CH2:3]1.[OH-].[Na+], predict the reaction product. The product is: [O:37]=[S:2]1(=[O:1])[C:8]2[CH:9]=[C:10]([O:15][CH2:16][C:17]([OH:19])=[O:18])[C:11]([S:13][CH3:14])=[CH:12][C:7]=2[N:6]([C:22]2[CH:23]=[CH:24][C:25]([Cl:28])=[CH:26][CH:27]=2)[CH2:5][C:4]([CH2:33][CH2:34][CH2:35][CH3:36])([CH2:29][CH2:30][CH2:31][CH3:32])[CH2:3]1. (3) Given the reactants [CH3:1][O:2][C:3]1[CH:12]=[CH:11][C:6]2[N:7]=[C:8]([NH2:10])[S:9][C:5]=2[CH:4]=1.Br[CH2:14][C:15]([C:17]1[CH:22]=[CH:21][C:20]([N:23]([CH2:26][CH3:27])[CH2:24][CH3:25])=[CH:19][CH:18]=1)=O, predict the reaction product. The product is: [CH3:1][O:2][C:3]1[CH:12]=[CH:11][C:6]2[N:7]3[CH:14]=[C:15]([C:17]4[CH:22]=[CH:21][C:20]([N:23]([CH2:26][CH3:27])[CH2:24][CH3:25])=[CH:19][CH:18]=4)[N:10]=[C:8]3[S:9][C:5]=2[CH:4]=1. (4) Given the reactants [CH2:1]([NH2:3])[CH3:2].[CH3:4][C:5]1[C:6]([C:19]2[CH:20]=[C:21](C=CC(Cl)=O)[CH:22]=[CH:23][CH:24]=2)=[CH:7][C:8]2[C:9]([CH3:18])([CH3:17])[CH2:10][CH2:11][C:12]([CH3:16])([CH3:15])[C:13]=2[CH:14]=1.Cl.[CH2:31]1C[O:34][CH2:33][CH2:32]1, predict the reaction product. The product is: [CH2:1]([NH:3][C:33](=[O:34])[C:32]([C:21]1[CH:22]=[CH:23][CH:24]=[C:19]([C:6]2[C:5]([CH3:4])=[CH:14][C:13]3[C:12]([CH3:16])([CH3:15])[CH2:11][CH2:10][C:9]([CH3:18])([CH3:17])[C:8]=3[CH:7]=2)[CH:20]=1)=[CH2:31])[CH3:2].